From a dataset of Full USPTO retrosynthesis dataset with 1.9M reactions from patents (1976-2016). Predict the reactants needed to synthesize the given product. (1) Given the product [CH2:1]([O:3][CH:4]([O:18][CH2:19][CH3:20])[C@@H:5]([NH2:7])[CH3:6])[CH3:2], predict the reactants needed to synthesize it. The reactants are: [CH2:1]([O:3][CH:4]([O:18][CH2:19][CH3:20])[C@@H:5]([NH:7]C(=O)OCC1C=CC=CC=1)[CH3:6])[CH3:2]. (2) The reactants are: [OH:1][C:2]([CH3:18])([CH3:17])[CH2:3][CH2:4][O:5][C:6]1[CH:13]=[CH:12][CH:11]=[C:10]([N+:14]([O-:16])=[O:15])[C:7]=1[C:8]#[N:9].C(N(CC)CC)C.[C:26](Cl)(=[O:28])[CH3:27]. Given the product [C:26]([O:1][C:2]([CH3:18])([CH2:3][CH2:4][O:5][C:6]1[CH:13]=[CH:12][CH:11]=[C:10]([N+:14]([O-:16])=[O:15])[C:7]=1[C:8]#[N:9])[CH3:17])(=[O:28])[CH3:27], predict the reactants needed to synthesize it. (3) Given the product [N:1]1([S:11]([C:14]2[CH:15]=[C:16]([N:20]3[C:29](=[O:30])[C:28]4[C:27]([CH:31]=[N:35][OH:36])=[CH:26][CH:25]=[CH:24][C:23]=4[NH:22][C:21]3=[O:33])[CH:17]=[CH:18][CH:19]=2)(=[O:12])=[O:13])[C:10]2[C:5](=[CH:6][CH:7]=[CH:8][CH:9]=2)[CH2:4][CH2:3][CH2:2]1, predict the reactants needed to synthesize it. The reactants are: [N:1]1([S:11]([C:14]2[CH:15]=[C:16]([N:20]3[C:29](=[O:30])[C:28]4[C:27]([CH:31]=O)=[CH:26][CH:25]=[CH:24][C:23]=4[NH:22][C:21]3=[O:33])[CH:17]=[CH:18][CH:19]=2)(=[O:13])=[O:12])[C:10]2[C:5](=[CH:6][CH:7]=[CH:8][CH:9]=2)[CH2:4][CH2:3][CH2:2]1.Cl.[NH2:35][OH:36]. (4) Given the product [F:29][C:28]([F:31])([F:30])[CH2:27][O:1][C:2]1[CH:3]=[N:4][C:5]2[C:10]([C:11]=1[C:12]([O:14][CH3:15])=[O:13])=[CH:9][CH:8]=[CH:7][CH:6]=2, predict the reactants needed to synthesize it. The reactants are: [OH:1][C:2]1[CH:3]=[N:4][C:5]2[C:10]([C:11]=1[C:12]([O:14][CH3:15])=[O:13])=[CH:9][CH:8]=[CH:7][CH:6]=2.CC1C=CC(S(O[CH2:27][C:28]([F:31])([F:30])[F:29])(=O)=O)=CC=1.C([O-])([O-])=O.[K+].[K+]. (5) The reactants are: [CH3:1][O:2][C:3]1[CH:12]=[C:11]2[C:6]([CH:7]=[C:8]([C:14]3[CH:19]=[CH:18][CH:17]=[CH:16][CH:15]=3)[N+:9]([O-])=[CH:10]2)=[CH:5][CH:4]=1.P(Cl)(Cl)([Cl:22])=O. Given the product [Cl:22][C:10]1[C:11]2[C:6](=[CH:5][CH:4]=[C:3]([O:2][CH3:1])[CH:12]=2)[CH:7]=[C:8]([C:14]2[CH:19]=[CH:18][CH:17]=[CH:16][CH:15]=2)[N:9]=1, predict the reactants needed to synthesize it. (6) Given the product [OH:1][C:2]1[CH:3]=[C:4]([CH2:8][C:9]([O:11][CH2:12][CH3:13])=[O:10])[CH:5]=[CH:6][CH:7]=1, predict the reactants needed to synthesize it. The reactants are: [OH:1][C:2]1[CH:3]=[C:4]([CH2:8][C:9]([OH:11])=[O:10])[CH:5]=[CH:6][CH:7]=1.[CH:12]1(N=C=NC2CCCCC2)CCCC[CH2:13]1.N1C=CC=CC=1.C(O)C. (7) Given the product [CH2:9]([O:8][C:1](=[O:7])[C:2](=[O:4])[CH2:25][C:24](=[O:26])[CH2:23][CH2:22][CH2:21][O:20][Si:19]([C:15]([CH3:18])([CH3:17])[CH3:16])([CH3:27])[CH3:28])[CH3:10], predict the reactants needed to synthesize it. The reactants are: [C:1]([O:8][CH2:9][CH3:10])(=[O:7])[C:2]([O:4]CC)=O.[O-]CC.[Na+].[C:15]([Si:19]([CH3:28])([CH3:27])[O:20][CH2:21][CH2:22][CH2:23][C:24](=[O:26])[CH3:25])([CH3:18])([CH3:17])[CH3:16].